From a dataset of TCR-epitope binding with 47,182 pairs between 192 epitopes and 23,139 TCRs. Binary Classification. Given a T-cell receptor sequence (or CDR3 region) and an epitope sequence, predict whether binding occurs between them. (1) The epitope is KAYNVTQAF. The TCR CDR3 sequence is CASSLGSGGVTYEQYF. Result: 1 (the TCR binds to the epitope). (2) The epitope is TAFTIPSI. The TCR CDR3 sequence is CASSPYRGTDTQYF. Result: 0 (the TCR does not bind to the epitope).